The task is: Predict the reactants needed to synthesize the given product.. This data is from Full USPTO retrosynthesis dataset with 1.9M reactions from patents (1976-2016). (1) Given the product [CH3:7][C:4]1[N:3]([C:8]2[CH:12]=[C:11]([I:19])[N:10]([CH3:13])[N:9]=2)[C:2]([CH3:1])=[CH:6][CH:5]=1, predict the reactants needed to synthesize it. The reactants are: [CH3:1][C:2]1[N:3]([C:8]2[CH:12]=[CH:11][N:10]([CH3:13])[N:9]=2)[C:4]([CH3:7])=[CH:5][CH:6]=1.C([Li])CCC.[I:19]I.Cl. (2) Given the product [CH3:1][O:2][C:3]1[CH:8]=[CH:7][CH:6]=[C:5]([O:9][CH3:10])[C:4]=1[CH:11]1[N:15]([CH2:16][C:17]2[CH:18]=[CH:19][C:20]([O:23][C:26]3[S:27][CH:28]=[C:29]([CH3:31])[N:30]=3)=[CH:21][CH:22]=2)[C:14](=[O:24])[CH2:13][CH2:12]1, predict the reactants needed to synthesize it. The reactants are: [CH3:1][O:2][C:3]1[CH:8]=[CH:7][CH:6]=[C:5]([O:9][CH3:10])[C:4]=1[CH:11]1[N:15]([CH2:16][C:17]2[CH:22]=[CH:21][C:20]([OH:23])=[CH:19][CH:18]=2)[C:14](=[O:24])[CH2:13][CH2:12]1.Br[C:26]1[S:27][CH:28]=[C:29]([CH3:31])[N:30]=1.C([O-])([O-])=O.[Cs+].[Cs+].CC(C)(C(=O)CC(=O)C(C)(C)C)C. (3) Given the product [Cl:1][C:2]1[C:3]([O:12][C:13]2[CH:18]=[CH:17][C:16]([O:19][C:20]([F:23])([F:22])[F:21])=[C:15]([Cl:24])[CH:14]=2)=[CH:4][C:5]([F:11])=[C:6]([CH:10]=1)[C:7]([NH:40][S:37](=[O:39])(=[O:38])[NH2:41])=[O:8], predict the reactants needed to synthesize it. The reactants are: [Cl:1][C:2]1[C:3]([O:12][C:13]2[CH:18]=[CH:17][C:16]([O:19][C:20]([F:23])([F:22])[F:21])=[C:15]([Cl:24])[CH:14]=2)=[CH:4][C:5]([F:11])=[C:6]([CH:10]=1)[C:7](O)=[O:8].C(N1C=CN=C1)(N1C=CN=C1)=O.[S:37]([NH2:41])([NH2:40])(=[O:39])=[O:38].N12CCCN=C1CCCCC2. (4) Given the product [ClH:1].[CH:22]1([CH2:21][NH:20][C:18]2[N:17]=[C:16]([NH:25][CH3:26])[C:14]3[N:15]=[C:10]([NH:9][CH2:8][CH:5]4[CH2:7][CH2:6]4)[N:11]=[C:12]([NH:27][CH3:28])[C:13]=3[N:19]=2)[CH2:24][CH2:23]1, predict the reactants needed to synthesize it. The reactants are: [ClH:1].CCO.[CH:5]1([CH2:8][NH:9][C:10]2[N:11]=[C:12]([NH:27][CH3:28])[C:13]3[N:19]=[C:18]([NH:20][CH2:21][CH:22]4[CH2:24][CH2:23]4)[N:17]=[C:16]([NH:25][CH3:26])[C:14]=3[N:15]=2)[CH2:7][CH2:6]1.